Dataset: Blood-brain barrier penetration binary classification data from Martins et al.. Task: Regression/Classification. Given a drug SMILES string, predict its absorption, distribution, metabolism, or excretion properties. Task type varies by dataset: regression for continuous measurements (e.g., permeability, clearance, half-life) or binary classification for categorical outcomes (e.g., BBB penetration, CYP inhibition). Dataset: bbb_martins. (1) The drug is Cn1nc(-c2cccnc2)nc1-c1ccccc1CO. The result is 1 (penetrates BBB). (2) The compound is CC(=O)OCC(CCn1cnc2cnc(N)nc21)COC(C)=O. The result is 1 (penetrates BBB).